From a dataset of Experimentally validated miRNA-target interactions with 360,000+ pairs, plus equal number of negative samples. Binary Classification. Given a miRNA mature sequence and a target amino acid sequence, predict their likelihood of interaction. (1) The miRNA is hsa-miR-4711-3p with sequence CGUGUCUUCUGGCUUGAU. The protein sequence of the target gene is MATRVEVGSITPLTAVPGLGEMGKEETLTRTYFLQAGEASGAPPARILEAKSPLRSPARLLPLPRLAPKPFSKEQDVKSPVPSLRPSSTGPSPSGGLSEEPAAKDLDNRMPGLVGQEVGSGEGPRTSSPLFNKAVFLRPSSSTMILFETTKSGPALGKAVSEGAEEAKLGVSGSRPEVAAKPALPTQKPAGTLPRSAPLSQDTKPPVPQEEAGQDHPPSKASSVEDTARPLVEPRPRLKRRPVSAIFTESIQPQKPGPGAAATVGKVPPTPPEKTWVRKPRPLSMDLTARFENKEALLRK.... Result: 1 (interaction). (2) The miRNA is mmu-miR-452-3p with sequence UCAGUCUCAUCUGCAAAGAGGU. The protein sequence of the target gene is MRSLPFALTVESVSARAPTCCSTGRFTQGRQPCKCKACGRGFTQSASLLQHWRVHSDWRETLSLSPVRQDLLWPLQPHQAPASPLGRSHSSAGVRQGFSGQLCCWLTKEHTLAEALRLSPVPAGFWGPVEADRPPANSHRRVCPFCCCSCGDSVNEKTSLSQRVLPHPGEKTCRGGSVESVSLAPSSVAPDSTSGLRPCGSPGSFLQHLPPSTLLPRPPFLYPGPPLSLQPLVPSGLPAVPAVPLGGLEVAQVPPATQPAAQQEGAMGPRSCASAGRDSREAVQAPGYPEPARKASQHRA.... Result: 0 (no interaction). (3) The miRNA is mmu-miR-101c with sequence ACAGUACUGUGAUAACUGA. The protein sequence of the target gene is MFSHLPFDCVLLLLLLLLTRSSEVEYRAEVGQNAYLPCFYTPAAPGNLVPVCWGKGACPVFECGNVVLRTDERDVNYWTSRYWLNGDFRKGDVSLTIENVTLADSGIYCCRIQIPGIMNDEKFNLKLVIKPAKVTPAPTRQRDFTAAFPRMLTTRGHGPAETQTLGSLPDINLTQISTLANELRDSRLANDLRDSGATIRIGIYIGAGICAGLALALIFGALIFKWYSHSKEKIQNLSLISLANLPPSGLANAVAEGIRSEENIYTIEENVYEVEEPNEYYCYVSSRQQPSQPLGCRFAM.... Result: 0 (no interaction).